Task: Predict the product of the given reaction.. Dataset: Forward reaction prediction with 1.9M reactions from USPTO patents (1976-2016) (1) Given the reactants Br[C:2]1[CH:3]=[C:4]([CH3:23])[C:5]2[N:6]([CH:22]=1)[C:7](=[O:21])[CH:8]=[C:9]([C:11]1[CH:16]=[CH:15][C:14]([O:17][CH3:18])=[C:13]([O:19][CH3:20])[CH:12]=1)[N:10]=2.[O:24]1[C:28]2([CH2:33][CH2:32][NH:31][CH2:30][CH2:29]2)[O:27][CH2:26][CH2:25]1.COC1C=CC=C(OC)C=1C1C=CC=CC=1P(C1CCCCC1)C1CCCCC1.C([O-])([O-])=O.[Cs+].[Cs+], predict the reaction product. The product is: [CH3:20][O:19][C:13]1[CH:12]=[C:11]([C:9]2[N:10]=[C:5]3[C:4]([CH3:23])=[CH:3][C:2]([N:31]4[CH2:32][CH2:33][C:28]5([O:27][CH2:26][CH2:25][O:24]5)[CH2:29][CH2:30]4)=[CH:22][N:6]3[C:7](=[O:21])[CH:8]=2)[CH:16]=[CH:15][C:14]=1[O:17][CH3:18]. (2) Given the reactants [OH:1][C:2]1[CH:3]=[N:4][C:5]([C:8]2[CH:9]=[C:10]([C:14](=[O:16])[CH3:15])[CH:11]=[CH:12][CH:13]=2)=[N:6][CH:7]=1.N#N.[Cl-].[Cl-].[Ca+2].[CH3:22][N:23]([CH3:28])[CH2:24][CH2:25][CH2:26]O.C1(P(C2C=CC=CC=2)C2C=CC=CC=2)C=CC=CC=1.N(C(OC(C)(C)C)=O)=NC(OC(C)(C)C)=O, predict the reaction product. The product is: [CH3:22][N:23]([CH3:28])[CH2:24][CH2:25][CH2:26][O:1][C:2]1[CH:7]=[N:6][C:5]([C:8]2[CH:9]=[C:10]([C:14](=[O:16])[CH3:15])[CH:11]=[CH:12][CH:13]=2)=[N:4][CH:3]=1. (3) Given the reactants [CH3:1][N:2]1[CH:6]=[CH:5][C:4]([C:7]([O:9]CC)=[O:8])=[C:3]1[CH3:12].[Li+].[OH-].Cl, predict the reaction product. The product is: [CH3:1][N:2]1[CH:6]=[CH:5][C:4]([C:7]([OH:9])=[O:8])=[C:3]1[CH3:12]. (4) Given the reactants [CH3:1][S:2]([C:5]1[CH:36]=[CH:35][C:8]([CH2:9][NH:10][C:11]([C:13]2[C:14](=[O:34])[N:15]([C:24]3[CH:29]=[CH:28][CH:27]=[C:26]([C:30]([F:33])([F:32])[F:31])[CH:25]=3)[C:16]([CH3:23])=[C:17]([C:19]([NH:21][NH2:22])=[O:20])[CH:18]=2)=[O:12])=[CH:7][CH:6]=1)(=[O:4])=[O:3].[C:37](O[C:37](=[O:41])[CH:38]([CH3:40])[CH3:39])(=[O:41])[CH:38]([CH3:40])[CH3:39], predict the reaction product. The product is: [CH3:1][S:2]([C:5]1[CH:36]=[CH:35][C:8]([CH2:9][NH:10][C:11]([C:13]2[C:14](=[O:34])[N:15]([C:24]3[CH:29]=[CH:28][CH:27]=[C:26]([C:30]([F:31])([F:33])[F:32])[CH:25]=3)[C:16]([CH3:23])=[C:17]([C:19]([N:21]([C:37](=[O:41])[CH:38]([CH3:40])[CH3:39])[NH2:22])=[O:20])[CH:18]=2)=[O:12])=[CH:7][CH:6]=1)(=[O:3])=[O:4].